This data is from Peptide-MHC class II binding affinity with 134,281 pairs from IEDB. The task is: Regression. Given a peptide amino acid sequence and an MHC pseudo amino acid sequence, predict their binding affinity value. This is MHC class II binding data. (1) The peptide sequence is APATAGTTVYGAFAA. The MHC is HLA-DQA10401-DQB10402 with pseudo-sequence HLA-DQA10401-DQB10402. The binding affinity (normalized) is 0.518. (2) The peptide sequence is DNACKRTYSDRGWGN. The MHC is DRB1_0802 with pseudo-sequence DRB1_0802. The binding affinity (normalized) is 0.